This data is from NCI-60 drug combinations with 297,098 pairs across 59 cell lines. The task is: Regression. Given two drug SMILES strings and cell line genomic features, predict the synergy score measuring deviation from expected non-interaction effect. (1) Drug 1: C1CC(=O)NC(=O)C1N2CC3=C(C2=O)C=CC=C3N. Drug 2: CC1=C(N=C(N=C1N)C(CC(=O)N)NCC(C(=O)N)N)C(=O)NC(C(C2=CN=CN2)OC3C(C(C(C(O3)CO)O)O)OC4C(C(C(C(O4)CO)O)OC(=O)N)O)C(=O)NC(C)C(C(C)C(=O)NC(C(C)O)C(=O)NCCC5=NC(=CS5)C6=NC(=CS6)C(=O)NCCC[S+](C)C)O. Cell line: NCI-H522. Synergy scores: CSS=8.47, Synergy_ZIP=-3.88, Synergy_Bliss=-1.43, Synergy_Loewe=-0.376, Synergy_HSA=0.0339. (2) Drug 1: CC(CN1CC(=O)NC(=O)C1)N2CC(=O)NC(=O)C2. Drug 2: CCC1(C2=C(COC1=O)C(=O)N3CC4=CC5=C(C=CC(=C5CN(C)C)O)N=C4C3=C2)O.Cl. Cell line: K-562. Synergy scores: CSS=33.0, Synergy_ZIP=-11.7, Synergy_Bliss=-2.49, Synergy_Loewe=-2.21, Synergy_HSA=-1.40.